This data is from Experimentally validated miRNA-target interactions with 360,000+ pairs, plus equal number of negative samples. The task is: Binary Classification. Given a miRNA mature sequence and a target amino acid sequence, predict their likelihood of interaction. (1) The miRNA is dre-miR-219-5p with sequence UGAUUGUCCAAACGCAAUUCUU. The protein sequence of the target gene is MTTAARPTFEPARGGRGKGEGDLSQLSKQYSSRDLPSHTKIKYRQTTQDAPEEVRNRDFRRELEERERAAAREKNRDRPTREHTTSSSVSKKPRLDQIPAANLDADDPLTDEEDEDFEEESDDDDTAALLAELEKIKKERAEEQARKEQEQKAEEERIRMENILSGNPLLNLTGPSQPQANFKVKRRWDDDVVFKNCAKGVDDQKKDKRFVNDTLRSEFHKKFMEKYIK. Result: 0 (no interaction). (2) The miRNA is mmu-miR-876-3p with sequence UAGUGGUUUACAAAGUAAUUCA. The protein sequence of the target gene is MASRGVVGIFFLSAVPLVCLELRRGIPDIGIKDFLLLCGRILLLLALLTLIISVTTSWLNSFKSPQVYLKEEEEKNEKRQKLVRKKQQEAQGEKASRYIENVLKPHQEMKLRKLEERFYQMTGEAWKLSSGHKLGGDEGTSQTSFETSNREAAKSQNLPKPLTEFPSPAEQPTCKEIPDLPEEPSQTAEEVVTVALRCPSGNVLRRRFLKSYSSQVLFDWMTRIGYHISLYSLSTSFPRRPLAVEGGQSLEDIGITVDTVLILEEKEQTN. Result: 0 (no interaction).